This data is from Retrosynthesis with 50K atom-mapped reactions and 10 reaction types from USPTO. The task is: Predict the reactants needed to synthesize the given product. Given the product CCCC[C@@H](CO)NC(=O)[C@H](CC(C)C)NC(=O)OCc1ccccc1Cl, predict the reactants needed to synthesize it. The reactants are: CCCC[C@H](NC(=O)[C@H](CC(C)C)NC(=O)OCc1ccccc1Cl)C(=O)OC.